From a dataset of Forward reaction prediction with 1.9M reactions from USPTO patents (1976-2016). Predict the product of the given reaction. (1) Given the reactants C(OC(=O)[NH:7][C:8]([CH3:39])([CH2:36][CH2:37][CH3:38])[CH2:9][NH:10][C:11]([C:13]1[C:14]([CH3:35])=[N:15][N:16]2[C:21]([O:22][CH2:23][CH2:24][CH:25]([C:30]([F:33])([F:32])[F:31])[C:26]([F:29])([F:28])[F:27])=[CH:20][C:19]([CH3:34])=[CH:18][C:17]=12)=[O:12])(C)(C)C.FC(F)(F)C(O)=O, predict the reaction product. The product is: [NH2:7][C:8]([CH3:39])([CH2:36][CH2:37][CH3:38])[CH2:9][NH:10][C:11]([C:13]1[C:14]([CH3:35])=[N:15][N:16]2[C:21]([O:22][CH2:23][CH2:24][CH:25]([C:30]([F:33])([F:32])[F:31])[C:26]([F:27])([F:28])[F:29])=[CH:20][C:19]([CH3:34])=[CH:18][C:17]=12)=[O:12]. (2) Given the reactants [CH2:1]([O:8][C:9]1[C:14](Br)=[CH:13][CH:12]=[CH:11][C:10]=1[CH2:16][C:17]([O:19][CH3:20])=[O:18])[C:2]1[CH:7]=[CH:6][CH:5]=[CH:4][CH:3]=1.[ClH:21], predict the reaction product. The product is: [CH2:1]([O:8][C:9]1[C:14]([Cl:21])=[CH:13][CH:12]=[CH:11][C:10]=1[CH2:16][C:17]([O:19][CH3:20])=[O:18])[C:2]1[CH:7]=[CH:6][CH:5]=[CH:4][CH:3]=1.